This data is from Catalyst prediction with 721,799 reactions and 888 catalyst types from USPTO. The task is: Predict which catalyst facilitates the given reaction. Reactant: [ClH:1].[CH2:2]([N:6]1[CH2:11][CH2:10][CH:9]([CH2:12][NH:13][C:14]([C:16]2[C:24]3[CH:23]=[CH:22][CH:21]=[CH:20][C:19]=3[N:18]3[CH2:25][CH2:26][CH2:27][O:28][C:17]=23)=[O:15])[CH2:8][CH2:7]1)[CH2:3][CH2:4][CH3:5]. The catalyst class is: 8. Product: [ClH:1].[CH2:2]([N:6]1[CH2:7][CH2:8][CH:9]([CH2:12][NH:13][C:14]([C:16]2[C:24]3[CH:23]=[CH:22][CH:21]=[CH:20][C:19]=3[N:18]3[CH2:25][CH2:26][CH2:27][O:28][C:17]=23)=[O:15])[CH2:10][CH2:11]1)[CH2:3][CH2:4][CH3:5].